Dataset: Peptide-MHC class II binding affinity with 134,281 pairs from IEDB. Task: Regression. Given a peptide amino acid sequence and an MHC pseudo amino acid sequence, predict their binding affinity value. This is MHC class II binding data. (1) The peptide sequence is IQYVNYWFAPGAGAA. The MHC is DRB3_0202 with pseudo-sequence DRB3_0202. The binding affinity (normalized) is 0.335. (2) The peptide sequence is GPDNPGEPLVLKEGI. The MHC is DRB1_1501 with pseudo-sequence DRB1_1501. The binding affinity (normalized) is 0.116. (3) The peptide sequence is ASRENSGGGVEGIGL. The MHC is HLA-DQA10501-DQB10302 with pseudo-sequence HLA-DQA10501-DQB10302. The binding affinity (normalized) is 0.322. (4) The peptide sequence is HSLLDEGKQSLTKLA. The MHC is HLA-DPA10201-DPB10101 with pseudo-sequence HLA-DPA10201-DPB10101. The binding affinity (normalized) is 0.344. (5) The peptide sequence is DVLFRLENHAETLRA. The MHC is HLA-DQA10501-DQB10301 with pseudo-sequence HLA-DQA10501-DQB10301. The binding affinity (normalized) is 0.173. (6) The peptide sequence is EVKSFQWTQALRREL. The MHC is H-2-IEd with pseudo-sequence H-2-IEd. The binding affinity (normalized) is 0.324. (7) The peptide sequence is ESWGAVWRIDTPDKL. The MHC is HLA-DPA10201-DPB10101 with pseudo-sequence HLA-DPA10201-DPB10101. The binding affinity (normalized) is 0.237. (8) The peptide sequence is KTFEREYPTIKQKKP. The MHC is HLA-DQA10201-DQB10402 with pseudo-sequence HLA-DQA10201-DQB10402. The binding affinity (normalized) is 0.190.